This data is from Forward reaction prediction with 1.9M reactions from USPTO patents (1976-2016). The task is: Predict the product of the given reaction. (1) Given the reactants [CH3:1][O:2][C:3]1[C:8]([C:9]2[CH:14]=[CH:13][N:12]=[CH:11][C:10]=2[NH:15][CH2:16][C:17]([F:20])([F:19])[F:18])=[CH:7][CH:6]=[CH:5][N:4]=1.[F:21][C:22]1[CH:23]=[C:24]([CH:28]=[C:29]([C:31]([F:34])([F:33])[F:32])[CH:30]=1)[C:25](O)=[O:26], predict the reaction product. The product is: [F:21][C:22]1[CH:23]=[C:24]([CH:28]=[C:29]([C:31]([F:32])([F:33])[F:34])[CH:30]=1)[C:25]([N:15]([C:10]1[CH:11]=[N:12][CH:13]=[CH:14][C:9]=1[C:8]1[C:3]([O:2][CH3:1])=[N:4][CH:5]=[CH:6][CH:7]=1)[CH2:16][C:17]([F:18])([F:20])[F:19])=[O:26]. (2) The product is: [C:33]1([C:39]2[CH:40]=[CH:41][CH:42]=[CH:45][CH:46]=2)[CH:38]=[CH:37][C:36]([CH2:19][N:16]2[CH2:15][CH2:14][N:13]([CH2:12][CH:8]3[O:7][C:6]4=[N:5][C:4]([N+:1]([O-:3])=[O:2])=[CH:11][N:10]4[CH2:9]3)[CH2:18][CH2:17]2)=[CH:35][CH:34]=1. Given the reactants [N+:1]([C:4]1[N:5]=[C:6]2[N:10]([CH:11]=1)[CH2:9][CH:8]([CH2:12][N:13]1[CH2:18][CH2:17][N:16]([C:19](OC(C)(C)C)=O)[CH2:15][CH2:14]1)[O:7]2)([O-:3])=[O:2].C(N(CC)CC)C.[C:33]1([C:39]2[CH:46]=[CH:45][C:42](C=O)=[CH:41][CH:40]=2)[CH:38]=[CH:37][CH:36]=[CH:35][CH:34]=1.[B-]C#N.[Na+].C(O)(=O)C, predict the reaction product. (3) The product is: [C:21]([O:20][C:19](=[O:25])[N:18]([CH2:1][CH3:2])[C@H:15]1[CH2:14][CH2:13][C@@H:12]([N:7]2[CH2:11][CH2:10][CH2:9][CH2:8]2)[CH2:17][CH2:16]1)([CH3:22])([CH3:24])[CH3:23]. Given the reactants [C:1](O)(=O)[C:2](O)=O.[N:7]1([C@@H:12]2[CH2:17][CH2:16][C@H:15]([NH:18][C:19](=[O:25])[O:20][C:21]([CH3:24])([CH3:23])[CH3:22])[CH2:14][CH2:13]2)[CH2:11][CH2:10][CH2:9][CH2:8]1.[H-].[Na+].C(I)C.O, predict the reaction product. (4) Given the reactants C([O:4][CH2:5][CH:6]([N:12]1[CH:21]=[CH:20][C:19]2[C:14](=[CH:15][CH:16]=[CH:17][C:18]=2[C:22](=[O:36])[NH:23][CH2:24][C:25]2[CH:30]=[CH:29][C:28]([Cl:31])=[C:27]([C:32]([F:35])([F:34])[F:33])[CH:26]=2)[C:13]1=[O:37])[CH2:7][O:8]C(=O)C)(=O)C.C(=O)([O-])[O-].[K+].[K+].CO, predict the reaction product. The product is: [Cl:31][C:28]1[CH:29]=[CH:30][C:25]([CH2:24][NH:23][C:22]([C:18]2[C:19]3[CH:20]=[CH:21][N:12]([CH:6]([CH2:7][OH:8])[CH2:5][OH:4])[C:13](=[O:37])[C:14]=3[CH:15]=[CH:16][CH:17]=2)=[O:36])=[CH:26][C:27]=1[C:32]([F:35])([F:33])[F:34]. (5) Given the reactants [NH:1]1[CH2:5][CH2:4][CH:3]([OH:6])[CH2:2]1.C(N(CC)CC)C.[C:14]([O:18][C:19](O[C:19]([O:18][C:14]([CH3:17])([CH3:16])[CH3:15])=[O:20])=[O:20])([CH3:17])([CH3:16])[CH3:15], predict the reaction product. The product is: [OH:6][CH:3]1[CH2:4][CH2:5][N:1]([C:19]([O:18][C:14]([CH3:17])([CH3:16])[CH3:15])=[O:20])[CH2:2]1. (6) The product is: [CH2:11]([N:9]1[C:10]2[C:6](=[CH:5][C:4]([N+:13]([O-:15])=[O:14])=[CH:3][C:2]=2[C:16]2[CH:21]=[CH:20][CH:19]=[CH:18][CH:17]=2)[CH:7]=[CH:8]1)[CH3:12]. Given the reactants Br[C:2]1[CH:3]=[C:4]([N+:13]([O-:15])=[O:14])[CH:5]=[C:6]2[C:10]=1[N:9]([CH2:11][CH3:12])[CH:8]=[CH:7]2.[C:16]1(B(O)O)[CH:21]=[CH:20][CH:19]=[CH:18][CH:17]=1.P([O-])([O-])([O-])=O.[K+].[K+].[K+].O1CCOCC1, predict the reaction product. (7) Given the reactants [NH:1]1[C:9]2[C:4](=[CH:5][CH:6]=[CH:7][CH:8]=2)[C:3]([C:10](=[O:12])[CH3:11])=[CH:2]1.[N:13]([CH2:16][CH2:17][CH2:18][N:19]1[C:27]2[C:22](=[CH:23][C:24]([CH3:28])=[CH:25][CH:26]=2)[C:21](=[O:29])[C:20]1=[O:30])=[N+:14]=[N-:15].CNC, predict the reaction product. The product is: [NH:1]1[C:9]2[C:4](=[CH:5][CH:6]=[CH:7][CH:8]=2)[C:3]([C:10](=[O:12])[CH2:11][C:21]2([OH:29])[C:22]3[C:27](=[CH:26][CH:25]=[C:24]([CH3:28])[CH:23]=3)[N:19]([CH2:18][CH2:17][CH2:16][N:13]=[N+:14]=[N-:15])[C:20]2=[O:30])=[CH:2]1. (8) Given the reactants CN1CCOCC1.ClC(OCC(C)C)=O.[CH3:16][C:17]1([CH3:39])[S:21][C@@H:20]2[C@H:22]([NH:25][C:26]([C@H:28]([NH2:35])[C:29]3[CH:30]=[CH:31][CH:32]=[CH:33][CH:34]=3)=[O:27])[C:23](=[O:24])[N:19]2[C@H:18]1[C:36]([OH:38])=[O:37].O.O.O.CCN(CC)CC, predict the reaction product. The product is: [CH3:16][C:17]1([CH3:39])[S:21][C@@H:20]2[C@H:22]([NH:25][C:26]([C@H:28]([NH2:35])[C:29]3[CH:34]=[CH:33][CH:32]=[CH:31][CH:30]=3)=[O:27])[C:23](=[O:24])[N:19]2[C@H:18]1[C:36]([OH:38])=[O:37]. (9) Given the reactants B(Br)(Br)Br.[CH3:5][O:6][C:7](=[O:35])[C@H:8]([CH2:20][C:21]1[CH:26]=[CH:25][C:24]([C:27]2[CH:32]=[CH:31][CH:30]=[CH:29][C:28]=2[O:33]C)=[CH:23][CH:22]=1)[NH:9][C:10](=[O:19])[C:11]1[C:16]([Cl:17])=[CH:15][CH:14]=[CH:13][C:12]=1[Cl:18], predict the reaction product. The product is: [CH3:5][O:6][C:7](=[O:35])[C@H:8]([CH2:20][C:21]1[CH:26]=[CH:25][C:24]([C:27]2[CH:32]=[CH:31][CH:30]=[CH:29][C:28]=2[OH:33])=[CH:23][CH:22]=1)[NH:9][C:10](=[O:19])[C:11]1[C:12]([Cl:18])=[CH:13][CH:14]=[CH:15][C:16]=1[Cl:17].